Dataset: Reaction yield outcomes from USPTO patents with 853,638 reactions. Task: Predict the reaction yield, written as a fraction of the theoretical maximum amount of product (1.0 means a 100% yield; for example, 0.34 means a 34% yield). (1) The reactants are [C:1]([N@@:4]1[CH2:6][CH:5]1[C:7]([O:9][CH3:10])=[O:8])(=[O:3])[CH3:2].[CH2:11]([OH:14])[C:12]#[CH:13].B(F)(F)F.CCOCC. The catalyst is C(Cl)Cl. The product is [C:1]([NH:4][C@H:5]([CH2:6][O:14][CH2:11][C:12]#[CH:13])[C:7]([O:9][CH3:10])=[O:8])(=[O:3])[CH3:2]. The yield is 0.680. (2) The reactants are [Cl-].[Cl-].C([Al+2])C.[C:6]([O:10][CH3:11])(=[O:9])[CH:7]=[CH2:8].[C:12]([O:15][C@@H:16]1[CH2:34][CH2:33][C@@:32]2([CH3:35])[C@H:18]([CH2:19][CH2:20][C@@H:21]3[C:31]2=[CH:30][CH2:29][C@@:28]2([CH3:36])[C@H:22]3[CH2:23][CH2:24]/[C:25]/2=[CH:26]/[CH3:27])[CH2:17]1)(=[O:14])[CH3:13].O. The catalyst is C(Cl)Cl. The product is [C:12]([O:15][C@@H:16]1[CH2:34][CH2:33][C@@:32]2([CH3:35])[C@H:18]([CH2:19][CH2:20][C@@H:21]3[C:31]2=[CH:30][CH2:29][C@@:28]2([CH3:36])[C@H:22]3[CH2:23][CH:24]=[C:25]2[C@H:26]([CH3:27])[CH2:8][CH2:7][C:6]([O:10][CH3:11])=[O:9])[CH2:17]1)(=[O:14])[CH3:13]. The yield is 0.700. (3) The catalyst is OS(O)(=O)=O.C(O)(C(F)(F)F)=O.O. The yield is 0.500. The reactants are [Cl:1][C:2]1[CH:7]=[CH:6][C:5]([S:8]([N:11]([C:15]2[C:16]([C:22]([C:24]3[C:25]([O:30][CH3:31])=[N:26][CH:27]=[CH:28][CH:29]=3)=[O:23])=[N:17][CH:18]=[C:19]([Cl:21])[CH:20]=2)COC)(=[O:10])=[O:9])=[CH:4][C:3]=1[C:32]([F:35])([F:34])[F:33].C([O-])(O)=O.[Na+]. The product is [Cl:1][C:2]1[CH:7]=[CH:6][C:5]([S:8]([NH:11][C:15]2[C:16]([C:22]([C:24]3[C:25]([O:30][CH3:31])=[N:26][CH:27]=[CH:28][CH:29]=3)=[O:23])=[N:17][CH:18]=[C:19]([Cl:21])[CH:20]=2)(=[O:9])=[O:10])=[CH:4][C:3]=1[C:32]([F:35])([F:33])[F:34].